Dataset: Full USPTO retrosynthesis dataset with 1.9M reactions from patents (1976-2016). Task: Predict the reactants needed to synthesize the given product. (1) Given the product [NH2:1][C:2]1[CH:10]=[C:9]([F:11])[CH:8]=[CH:7][C:3]=1[C:4]([NH2:18])=[O:5], predict the reactants needed to synthesize it. The reactants are: [NH2:1][C:2]1[CH:10]=[C:9]([F:11])[CH:8]=[CH:7][C:3]=1[C:4](O)=[O:5].C1C=CC2N(O)N=[N:18]C=2C=1.CCN(C(C)C)C(C)C.CCN=C=NCCCN(C)C.N.CO. (2) Given the product [ClH:57].[C:1]([O:5][C:6]([NH:8][C@H:9]([C:11]([NH:13][C@H:14]([C:19]([O:21][CH2:22][CH2:23][O:24][C:25]1[CH:26]=[CH:27][C:28]([C:31]2[C:36]([C:37]#[N:38])=[C:35]([N:39]3[CH2:40][CH2:41][CH2:42][CH2:43]3)[N:34]=[C:33]([S:44][CH2:45][C:46]3[N:47]=[C:48]([C:51]4[CH:56]=[CH:55][C:54]([Cl:57])=[CH:53][CH:52]=4)[S:49][CH:50]=3)[C:32]=2[C:58]#[N:59])=[CH:29][CH:30]=1)=[O:20])[CH2:15][CH:16]([CH3:18])[CH3:17])=[O:12])[CH3:10])=[O:7])([CH3:4])([CH3:3])[CH3:2], predict the reactants needed to synthesize it. The reactants are: [C:1]([O:5][C:6]([NH:8][C@H:9]([C:11]([NH:13][C@H:14]([C:19]([O:21][CH2:22][CH2:23][O:24][C:25]1[CH:30]=[CH:29][C:28]([C:31]2[C:36]([C:37]#[N:38])=[C:35]([N:39]3[CH2:43][CH2:42][CH2:41][CH2:40]3)[N:34]=[C:33]([S:44][CH2:45][C:46]3[N:47]=[C:48]([C:51]4[CH:56]=[CH:55][C:54]([Cl:57])=[CH:53][CH:52]=4)[S:49][CH:50]=3)[C:32]=2[C:58]#[N:59])=[CH:27][CH:26]=1)=[O:20])[CH2:15][CH:16]([CH3:18])[CH3:17])=[O:12])[CH3:10])=[O:7])([CH3:4])([CH3:3])[CH3:2].Cl. (3) Given the product [N+:1]([C:4]1[C:5]([C:14]([NH2:18])=[O:16])=[N:6][N:7]2[CH2:12][CH2:11][CH2:10][C:9](=[O:13])[C:8]=12)([O-:3])=[O:2], predict the reactants needed to synthesize it. The reactants are: [N+:1]([C:4]1[C:5]([C:14]([O:16]C)=O)=[N:6][N:7]2[CH2:12][CH2:11][CH2:10][C:9](=[O:13])[C:8]=12)([O-:3])=[O:2].[NH3:18].CO. (4) Given the product [Cl:13][C:14]1[N:15]=[CH:16][N:17]=[C:18]([NH:1][C:2]2[CH:11]=[C:10]([CH3:12])[C:5]3[NH:6][C:7](=[O:9])[O:8][C:4]=3[CH:3]=2)[CH:19]=1, predict the reactants needed to synthesize it. The reactants are: [NH2:1][C:2]1[CH:11]=[C:10]([CH3:12])[C:5]2[NH:6][C:7](=[O:9])[O:8][C:4]=2[CH:3]=1.[Cl:13][C:14]1[CH:19]=[C:18](Cl)[N:17]=[CH:16][N:15]=1. (5) Given the product [C:1](=[O:37])([O:10][CH:11]([N:13]1[C:17]2[CH:18]=[CH:19][CH:20]=[CH:21][C:16]=2[N:15]=[C:14]1[S:22]([CH2:23][C:24]1[C:29]([CH3:30])=[C:28]([O:31][CH2:32][C:33]([F:36])([F:34])[F:35])[CH:27]=[CH:26][N:25]=1)=[O:43])[CH3:12])[O:2][CH:3]([CH2:4][O:5][CH3:6])[CH2:7][O:8][CH3:9], predict the reactants needed to synthesize it. The reactants are: [C:1](=[O:37])([O:10][CH:11]([N:13]1[C:17]2[CH:18]=[CH:19][CH:20]=[CH:21][C:16]=2[N:15]=[C:14]1[S:22][CH2:23][C:24]1[C:29]([CH3:30])=[C:28]([O:31][CH2:32][C:33]([F:36])([F:35])[F:34])[CH:27]=[CH:26][N:25]=1)[CH3:12])[O:2][CH:3]([CH2:7][O:8][CH3:9])[CH2:4][O:5][CH3:6].ClC1C=C(C=CC=1)C(OO)=[O:43].